Dataset: Forward reaction prediction with 1.9M reactions from USPTO patents (1976-2016). Task: Predict the product of the given reaction. Given the reactants [CH2:1]([N:8]1[CH2:20][C@H:19]2[C@:10](C(OCC)=O)([C:11](=[O:23])[N:12]3[CH2:22][CH2:21][C:14]4[CH:15]=[CH:16][CH:17]=[C:18]2[C:13]3=4)[CH2:9]1)[C:2]1[CH:7]=[CH:6][CH:5]=[CH:4][CH:3]=1.Cl, predict the reaction product. The product is: [CH2:1]([N:8]1[CH2:20][C@H:19]2[C@H:10]([C:11](=[O:23])[N:12]3[CH2:22][CH2:21][C:14]4[CH:15]=[CH:16][CH:17]=[C:18]2[C:13]3=4)[CH2:9]1)[C:2]1[CH:3]=[CH:4][CH:5]=[CH:6][CH:7]=1.